From a dataset of Reaction yield outcomes from USPTO patents with 853,638 reactions. Predict the reaction yield, written as a fraction of the theoretical maximum amount of product (1.0 means a 100% yield; for example, 0.34 means a 34% yield). (1) The reactants are [CH3:1][C:2]([O:5][CH2:6][C:7]1[C:11]([C:12](OC)=[O:13])=[C:10]([CH:16]([CH3:18])[CH3:17])[O:9][N:8]=1)([CH3:4])[CH3:3].[H-].C([Al+]CC(C)C)C(C)C.C1(C)C=CC=CC=1.[C@H](O)(C([O-])=O)[C@@H](O)C([O-])=O.[Na+].[K+]. The catalyst is O1CCCC1.C(OCC)(=O)C. The product is [CH3:4][C:2]([O:5][CH2:6][C:7]1[C:11]([CH2:12][OH:13])=[C:10]([CH:16]([CH3:18])[CH3:17])[O:9][N:8]=1)([CH3:1])[CH3:3]. The yield is 0.910. (2) The reactants are Br[C:2]1[CH:3]=[C:4]2[C:9](=[CH:10][C:11]=1[F:12])[O:8][C:7]([CH3:14])([CH3:13])[CH2:6][CH:5]2[C:15]([O:17][CH3:18])=[O:16].[CH3:19][N:20]1CCCC1=O. The product is [C:19]([C:2]1[CH:3]=[C:4]2[C:9](=[CH:10][C:11]=1[F:12])[O:8][C:7]([CH3:14])([CH3:13])[CH2:6][CH:5]2[C:15]([O:17][CH3:18])=[O:16])#[N:20]. No catalyst specified. The yield is 0.623. (3) The reactants are [N+:1]([C:4]1[CH:9]=[CH:8][CH:7]=[CH:6][C:5]=1[C:10]1[CH:15]=[CH:14][CH:13]=[CH:12][C:11]=1[N+:16]([O-])=O)([O-])=O. The catalyst is [Pd].CCOC(C)=O. The product is [NH2:1][C:4]1[CH:9]=[CH:8][CH:7]=[CH:6][C:5]=1[C:10]1[CH:15]=[CH:14][CH:13]=[CH:12][C:11]=1[NH2:16]. The yield is 1.00. (4) The reactants are [NH2:1][C:2]1[CH:3]=[C:4]([CH2:12][OH:13])[CH:5]=[C:6]([O:9][CH2:10][CH3:11])[C:7]=1[I:8]. The catalyst is ClCCl.O=[Mn]=O. The product is [NH2:1][C:2]1[CH:3]=[C:4]([CH:5]=[C:6]([O:9][CH2:10][CH3:11])[C:7]=1[I:8])[CH:12]=[O:13]. The yield is 0.600. (5) The reactants are [C:1]([O:7][CH2:8][N:9]1[C:13]2[N:14]=[CH:15][N:16]=[C:17]([C:18]3[CH:19]=[N:20][NH:21][CH:22]=3)[C:12]=2[CH:11]=[CH:10]1)(=[O:6])[C:2]([CH3:5])([CH3:4])[CH3:3].[CH2:23]([S:25]([N:28]1[CH2:31][C:30](=[CH:32][C:33]#[N:34])[CH2:29]1)(=[O:27])=[O:26])[CH3:24].C1CCN2C(=NCCC2)CC1. The catalyst is CN(C)C=O.C1CCN2C(=NCCC2)CC1. The product is [C:1]([O:7][CH2:8][N:9]1[C:13]2[N:14]=[CH:15][N:16]=[C:17]([C:18]3[CH:19]=[N:20][N:21]([C:30]4([CH2:32][C:33]#[N:34])[CH2:31][N:28]([S:25]([CH2:23][CH3:24])(=[O:27])=[O:26])[CH2:29]4)[CH:22]=3)[C:12]=2[CH:11]=[CH:10]1)(=[O:6])[C:2]([CH3:5])([CH3:4])[CH3:3]. The yield is 0.895. (6) The reactants are CC(C)([O-])C.[K+].[C:7]([O:13][CH3:14])(=[O:12])[CH2:8][C:9]([CH3:11])=[O:10].C(O)(C)(C)C.[F:20][C:21]1[CH:28]=[CH:27][C:24]([CH2:25]Br)=[CH:23][CH:22]=1. The catalyst is O1CCCC1. The product is [F:20][C:21]1[CH:28]=[CH:27][C:24]([CH2:25][CH:8]([C:9](=[O:10])[CH3:11])[C:7]([O:13][CH3:14])=[O:12])=[CH:23][CH:22]=1. The yield is 0.750. (7) The reactants are [C:1]1([C:7]2[CH:15]3[C:10](=[N:11][CH:12]=[N:13][C:14]3=[O:16])[S:9][CH:8]=2)[CH:6]=[CH:5][CH:4]=[CH:3][CH:2]=1.C1C(=O)N([I:24])C(=O)C1. The catalyst is C(Cl)(Cl)(Cl)Cl.CC#N. The product is [I:24][C:8]1[S:9][C:10]2=[N:11][CH:12]=[N:13][C:14](=[O:16])[CH:15]2[C:7]=1[C:1]1[CH:2]=[CH:3][CH:4]=[CH:5][CH:6]=1. The yield is 0.560. (8) The reactants are N(C(C)C)C(C)C.[Li]CCCC.[Br:13][C:14]1[CH:19]=[CH:18][C:17]([NH2:20])=[C:16]([F:21])[CH:15]=1.Cl[C:23]1[C:24]([C:31]([OH:33])=[O:32])=[CH:25][N:26]([CH3:30])[C:27](=[O:29])[CH:28]=1. The catalyst is C1COCC1. The product is [Br:13][C:14]1[CH:19]=[CH:18][C:17]([NH:20][C:23]2[C:24]([C:31]([OH:33])=[O:32])=[CH:25][N:26]([CH3:30])[C:27](=[O:29])[CH:28]=2)=[C:16]([F:21])[CH:15]=1. The yield is 0.770. (9) The catalyst is ClCCl. The product is [CH:15]1[C:14]2[CH:13]([CH2:12][CH2:11][N:9]([CH3:10])[CH2:8][CH2:7][C:6]([OH:26])=[O:5])[C:25]3[C:20](=[CH:21][CH:22]=[CH:23][CH:24]=3)[C:19]=2[CH:18]=[CH:17][CH:16]=1. The reactants are C([O:5][C:6](=[O:26])[CH2:7][CH2:8][N:9]([CH2:11][CH2:12][CH:13]1[C:25]2[CH:24]=[CH:23][CH:22]=[CH:21][C:20]=2[C:19]2[C:14]1=[CH:15][CH:16]=[CH:17][CH:18]=2)[CH3:10])(C)(C)C.FC(F)(F)C(O)=O.C([O-])(O)=O.[Na+]. The yield is 1.00.